Dataset: NCI-60 drug combinations with 297,098 pairs across 59 cell lines. Task: Regression. Given two drug SMILES strings and cell line genomic features, predict the synergy score measuring deviation from expected non-interaction effect. (1) Drug 1: C1=CC(=CC=C1C#N)C(C2=CC=C(C=C2)C#N)N3C=NC=N3. Drug 2: CC1CCC2CC(C(=CC=CC=CC(CC(C(=O)C(C(C(=CC(C(=O)CC(OC(=O)C3CCCCN3C(=O)C(=O)C1(O2)O)C(C)CC4CCC(C(C4)OC)O)C)C)O)OC)C)C)C)OC. Cell line: NCI-H460. Synergy scores: CSS=-4.61, Synergy_ZIP=2.50, Synergy_Bliss=0.979, Synergy_Loewe=-5.22, Synergy_HSA=-4.83. (2) Drug 1: C1=CC(=CC=C1CCC2=CNC3=C2C(=O)NC(=N3)N)C(=O)NC(CCC(=O)O)C(=O)O. Drug 2: CCCS(=O)(=O)NC1=C(C(=C(C=C1)F)C(=O)C2=CNC3=C2C=C(C=N3)C4=CC=C(C=C4)Cl)F. Cell line: OVCAR-4. Synergy scores: CSS=30.2, Synergy_ZIP=1.24, Synergy_Bliss=-0.745, Synergy_Loewe=-22.7, Synergy_HSA=-2.34. (3) Drug 1: C1C(C(OC1N2C=NC3=C(N=C(N=C32)Cl)N)CO)O. Drug 2: CC(C)(C#N)C1=CC(=CC(=C1)CN2C=NC=N2)C(C)(C)C#N. Cell line: NCI-H522. Synergy scores: CSS=24.3, Synergy_ZIP=-5.96, Synergy_Bliss=2.54, Synergy_Loewe=1.71, Synergy_HSA=1.93. (4) Drug 1: CC1CCC2CC(C(=CC=CC=CC(CC(C(=O)C(C(C(=CC(C(=O)CC(OC(=O)C3CCCCN3C(=O)C(=O)C1(O2)O)C(C)CC4CCC(C(C4)OC)OCCO)C)C)O)OC)C)C)C)OC. Drug 2: C1=NC2=C(N1)C(=S)N=CN2. Cell line: UACC-257. Synergy scores: CSS=11.9, Synergy_ZIP=-7.14, Synergy_Bliss=-0.966, Synergy_Loewe=-4.40, Synergy_HSA=-2.24. (5) Drug 1: CC1=CC=C(C=C1)C2=CC(=NN2C3=CC=C(C=C3)S(=O)(=O)N)C(F)(F)F. Drug 2: CC(C)NC(=O)C1=CC=C(C=C1)CNNC.Cl. Cell line: SF-295. Synergy scores: CSS=-9.37, Synergy_ZIP=5.38, Synergy_Bliss=4.17, Synergy_Loewe=-3.37, Synergy_HSA=-3.77. (6) Drug 1: COC1=C(C=C2C(=C1)N=CN=C2NC3=CC(=C(C=C3)F)Cl)OCCCN4CCOCC4. Drug 2: CN(C(=O)NC(C=O)C(C(C(CO)O)O)O)N=O. Cell line: OVCAR3. Synergy scores: CSS=28.0, Synergy_ZIP=-0.161, Synergy_Bliss=4.72, Synergy_Loewe=-23.1, Synergy_HSA=1.59. (7) Drug 1: CN(C)C1=NC(=NC(=N1)N(C)C)N(C)C. Drug 2: COCCOC1=C(C=C2C(=C1)C(=NC=N2)NC3=CC=CC(=C3)C#C)OCCOC.Cl. Cell line: OVCAR-4. Synergy scores: CSS=2.57, Synergy_ZIP=0.374, Synergy_Bliss=2.57, Synergy_Loewe=-2.02, Synergy_HSA=-0.751.